From a dataset of Full USPTO retrosynthesis dataset with 1.9M reactions from patents (1976-2016). Predict the reactants needed to synthesize the given product. (1) Given the product [CH3:10][N:6]1[C:5]2[CH:11]=[CH:12][C:2]([N:1]3[CH:16]=[C:17]([C:18]([O:20][CH2:21][CH3:22])=[O:19])[C:23](=[O:30])[NH:24][C:25]3=[O:26])=[CH:3][C:4]=2[S:8][C:7]1=[O:9], predict the reactants needed to synthesize it. The reactants are: [NH2:1][C:2]1[CH:12]=[CH:11][C:5]2[N:6]([CH3:10])[C:7](=[O:9])[S:8][C:4]=2[CH:3]=1.C(O[CH:16]=[C:17]([C:23](=[O:30])[NH:24][C:25](OCC)=[O:26])[C:18]([O:20][CH2:21][CH3:22])=[O:19])C.CC(C)([O-])C.[K+].Cl. (2) Given the product [C:1]([O:5][C:6]([NH:8][C:9]1[O:17][C:16]2[C:11](=[N:12][CH:13]=[C:14]([CH:18]=[CH2:19])[CH:15]=2)[C:10]=1[C:20]([OH:22])=[O:21])=[O:7])([CH3:4])([CH3:2])[CH3:3], predict the reactants needed to synthesize it. The reactants are: [C:1]([O:5][C:6]([N:8](C(OC(C)(C)C)=O)[C:9]1[O:17][C:16]2[C:11](=[N:12][CH:13]=[C:14]([CH:18]=[CH2:19])[CH:15]=2)[C:10]=1[C:20]([O:22]CC)=[O:21])=[O:7])([CH3:4])([CH3:3])[CH3:2].O[Li].O. (3) Given the product [NH2:3][C:6]1[CH:7]=[N:8][C:9]2[C:14]([C:15]=1[NH:16][C@H:17]([CH3:31])[CH2:18][CH2:19][NH:20][C:21](=[O:30])[O:22][CH2:23][C:24]1[CH:29]=[CH:28][CH:27]=[CH:26][CH:25]=1)=[CH:13][CH:12]=[CH:11][CH:10]=2, predict the reactants needed to synthesize it. The reactants are: [BH4-].[Na+].[N+:3]([C:6]1[CH:7]=[N:8][C:9]2[C:14]([C:15]=1[NH:16][C@H:17]([CH3:31])[CH2:18][CH2:19][NH:20][C:21](=[O:30])[O:22][CH2:23][C:24]1[CH:29]=[CH:28][CH:27]=[CH:26][CH:25]=1)=[CH:13][CH:12]=[CH:11][CH:10]=2)([O-])=O. (4) Given the product [ClH:43].[Cl:43][C:38]1[CH:37]=[CH:42][CH:41]=[CH:25][C:24]=1[CH2:23][S:22][C:11]1[CH:10]=[C:9]([O:8][CH2:1][C:2]2[CH:7]=[CH:6][CH:5]=[CH:4][CH:3]=2)[C:14]([NH:15][C:16]2[S:17][CH:18]=[C:19]([CH3:21])[N:20]=2)=[N:13][CH:12]=1, predict the reactants needed to synthesize it. The reactants are: [CH2:1]([O:8][C:9]1[CH:10]=[C:11]([S:22][CH2:23][CH2:24][C:25](OC)=O)[CH:12]=[N:13][C:14]=1[NH:15][C:16]1[S:17][CH:18]=[C:19]([CH3:21])[N:20]=1)[C:2]1[CH:7]=[CH:6][CH:5]=[CH:4][CH:3]=1.CC([O-])(C)C.[K+].BrC[C:37]1[CH:42]=[CH:41]C=C[C:38]=1[Cl:43].[NH4+].[Cl-].Cl. (5) The reactants are: [C:1](Cl)(=[O:3])[CH3:2].[CH:5]1([N:10]2[C:18]3[C:13](=[CH:14][CH:15]=[C:16]([C:19]4[N:23]([CH:24]5[CH2:29][CH2:28][NH:27][CH2:26][CH2:25]5)[N:22]=[CH:21][CH:20]=4)[CH:17]=3)[C:12]([CH2:30][CH3:31])=[N:11]2)[CH2:9][CH2:8][CH2:7][CH2:6]1.C(N(CC)CC)C. Given the product [C:1]([N:27]1[CH2:28][CH2:29][CH:24]([N:23]2[C:19]([C:16]3[CH:17]=[C:18]4[C:13]([C:12]([CH2:30][CH3:31])=[N:11][N:10]4[CH:5]4[CH2:9][CH2:8][CH2:7][CH2:6]4)=[CH:14][CH:15]=3)=[CH:20][CH:21]=[N:22]2)[CH2:25][CH2:26]1)(=[O:3])[CH3:2], predict the reactants needed to synthesize it. (6) The reactants are: [CH:1]1[C:11]2[CH2:10][CH2:9][C:8]3[CH:12]=[CH:13][CH:14]=[CH:15][C:7]=3[NH:6][C:5]=2[CH:4]=[CH:3][C:2]=1[CH2:16][OH:17]. Given the product [CH:1]1[C:11]2[CH2:10][CH2:9][C:8]3[CH:12]=[CH:13][CH:14]=[CH:15][C:7]=3[NH:6][C:5]=2[CH:4]=[CH:3][C:2]=1[CH:16]=[O:17], predict the reactants needed to synthesize it.